Dataset: Full USPTO retrosynthesis dataset with 1.9M reactions from patents (1976-2016). Task: Predict the reactants needed to synthesize the given product. Given the product [CH3:56][O:55][C:52]1[N:53]=[CH:54][C:49]([C:2]2[C:6]3[CH:7]=[C:8]4[C:13](=[CH:14][C:5]=3[N:4]([C:29]([C:42]3[CH:47]=[CH:46][CH:45]=[CH:44][CH:43]=3)([C:36]3[CH:41]=[CH:40][CH:39]=[CH:38][CH:37]=3)[C:30]3[CH:35]=[CH:34][CH:33]=[CH:32][CH:31]=3)[N:3]=2)[NH:12][C:11](=[O:15])[N:10]([C@@H:16]2[CH2:21][CH2:20][CH2:19][N:18]([C:22]([O:24][C:25]([CH3:28])([CH3:27])[CH3:26])=[O:23])[CH2:17]2)[CH2:9]4)=[CH:50][N:51]=1, predict the reactants needed to synthesize it. The reactants are: Br[C:2]1[C:6]2[CH:7]=[C:8]3[C:13](=[CH:14][C:5]=2[N:4]([C:29]([C:42]2[CH:47]=[CH:46][CH:45]=[CH:44][CH:43]=2)([C:36]2[CH:41]=[CH:40][CH:39]=[CH:38][CH:37]=2)[C:30]2[CH:35]=[CH:34][CH:33]=[CH:32][CH:31]=2)[N:3]=1)[NH:12][C:11](=[O:15])[N:10]([C@@H:16]1[CH2:21][CH2:20][CH2:19][N:18]([C:22]([O:24][C:25]([CH3:28])([CH3:27])[CH3:26])=[O:23])[CH2:17]1)[CH2:9]3.B(O)(O)[C:49]1[CH:54]=[N:53][C:52]([O:55][CH3:56])=[N:51][CH:50]=1.C([O-])([O-])=O.[K+].[K+].